This data is from Reaction yield outcomes from USPTO patents with 853,638 reactions. The task is: Predict the reaction yield, written as a fraction of the theoretical maximum amount of product (1.0 means a 100% yield; for example, 0.34 means a 34% yield). (1) The reactants are [H-].[H-].[H-].[H-].[Li+].[Al+3].C([O:11][C:12](=O)[CH2:13][O:14][CH2:15][C:16]([F:19])([F:18])[F:17])(C)(C)C. The catalyst is CCOCC. The product is [F:17][C:16]([F:19])([F:18])[CH2:15][O:14][CH2:13][CH2:12][OH:11]. The yield is 0.810. (2) The reactants are [CH:1]([C:3]1[CH:13]=[CH:12][C:6]([C:7]([O:9][CH2:10][CH3:11])=[O:8])=[C:5]([CH3:14])[CH:4]=1)=O.[C:15](=O)([O-])[O-].[K+].[K+]. The product is [CH3:14][C:5]1[CH:4]=[C:3]([CH:1]=[CH2:15])[CH:13]=[CH:12][C:6]=1[C:7]([O:9][CH2:10][CH3:11])=[O:8]. The catalyst is O1CCOCC1.[Br-].C[P+](C1C=CC=CC=1)(C1C=CC=CC=1)C1C=CC=CC=1. The yield is 0.720. (3) The reactants are [O:1]1[C:5]([C:6]2[S:10][C:9]([C:11]3[CH:19]=[CH:18][C:14]([C:15]([OH:17])=O)=[CH:13][CH:12]=3)=[CH:8][CH:7]=2)=[CH:4][N:3]=[CH:2]1.CCN=C=NCCCN(C)C.Cl.C1C=CC2N(O)N=NC=2C=1.CCN(C(C)C)C(C)C.[NH:51]1[CH2:55][CH2:54][CH2:53][C@H:52]1[CH2:56][N:57]1[CH2:61][CH2:60][CH2:59][CH2:58]1. The catalyst is CN(C=O)C.ClCCl. The product is [O:1]1[C:5]([C:6]2[S:10][C:9]([C:11]3[CH:12]=[CH:13][C:14]([C:15]([N:51]4[CH2:55][CH2:54][CH2:53][C@H:52]4[CH2:56][N:57]4[CH2:61][CH2:60][CH2:59][CH2:58]4)=[O:17])=[CH:18][CH:19]=3)=[CH:8][CH:7]=2)=[CH:4][N:3]=[CH:2]1. The yield is 0.480. (4) The reactants are [CH3:1][C:2]1[C:3]([C:15]([O:17]C)=[O:16])=[N:4][CH:5]=[C:6]([O:8][CH2:9][C:10]2[O:11][CH:12]=[CH:13][N:14]=2)[CH:7]=1.O.O.[OH-].[Li+]. The catalyst is C1COCC1. The product is [CH3:1][C:2]1[C:3]([C:15]([OH:17])=[O:16])=[N:4][CH:5]=[C:6]([O:8][CH2:9][C:10]2[O:11][CH:12]=[CH:13][N:14]=2)[CH:7]=1. The yield is 0.950. (5) The yield is 0.720. The product is [CH2:1]([O:5][C:6]1[CH:10]=[C:9]([C:11]([O:13][CH3:14])=[O:12])[N:8]([CH2:24][C:23]2[CH:26]=[CH:27][C:28]([Cl:30])=[CH:29][C:22]=2[Cl:21])[N:7]=1)[CH2:2][CH2:3][CH3:4]. The reactants are [CH2:1]([O:5][C:6]1[CH:10]=[C:9]([C:11]([O:13][CH3:14])=[O:12])[NH:8][N:7]=1)[CH2:2][CH2:3][CH3:4].C(=O)([O-])[O-].[K+].[K+].[Cl:21][C:22]1[CH:29]=[C:28]([Cl:30])[CH:27]=[CH:26][C:23]=1[CH2:24]Cl. The catalyst is CN(C)C=O.